This data is from Reaction yield outcomes from USPTO patents with 853,638 reactions. The task is: Predict the reaction yield, written as a fraction of the theoretical maximum amount of product (1.0 means a 100% yield; for example, 0.34 means a 34% yield). (1) The yield is 0.300. The reactants are CN1CCNCC1.BrC1OC(C=O)=CC=1.[CH3:16][N:17]1[CH2:22][CH2:21][N:20]([C:23]2[O:27][C:26]([CH:28]=O)=[CH:25][CH:24]=2)[CH2:19][CH2:18]1.[CH3:30][O:31][C:32]1[CH:33]=[C:34]([CH:38]=[CH:39][C:40]=1[O:41][CH3:42])[CH2:35][C:36]#[N:37]. No catalyst specified. The product is [CH3:30][O:31][C:32]1[CH:33]=[C:34](/[C:35](=[CH:28]/[C:26]2[O:27][C:23]([N:20]3[CH2:19][CH2:18][N:17]([CH3:16])[CH2:22][CH2:21]3)=[CH:24][CH:25]=2)/[C:36]#[N:37])[CH:38]=[CH:39][C:40]=1[O:41][CH3:42]. (2) The reactants are [NH2:1][C@H:2]1[CH2:8][CH:7]=[CH:6][C@@H:5]([C:9]2[CH:14]=[CH:13][CH:12]=[CH:11][CH:10]=2)[N:4]([CH3:15])[C:3]1=[O:16].[F:17][C:18]1[CH:19]=[C:20]([CH2:25][C:26]([NH:28][C@H:29]([C:31](O)=[O:32])[CH3:30])=[O:27])[CH:21]=[C:22]([F:24])[CH:23]=1.CCN=C=NCCCN(C)C.Cl.CN1CCOCC1. The catalyst is C(Cl)Cl. The product is [F:17][C:18]1[CH:19]=[C:20]([CH2:25][C:26]([NH:28][C@H:29]([C:31]([NH:1][C@H:2]2[CH2:8][CH:7]=[CH:6][C@@H:5]([C:9]3[CH:14]=[CH:13][CH:12]=[CH:11][CH:10]=3)[N:4]([CH3:15])[C:3]2=[O:16])=[O:32])[CH3:30])=[O:27])[CH:21]=[C:22]([F:24])[CH:23]=1. The yield is 0.190. (3) The reactants are [Cl:1][C:2]1[N:3]=[C:4]([C:9]([NH:11][C@H:12]2[CH2:17][CH2:16][N:15]([C:18]3[O:19][C:20]([CH2:30][CH3:31])=[C:21]([C:23]([O:25]CCCC)=[O:24])[N:22]=3)[CH2:14][C@H:13]2[O:32][CH2:33][CH2:34][CH3:35])=[O:10])[NH:5][C:6]=1[CH2:7][CH3:8].[OH-].[Li+].CO. The catalyst is C1COCC1. The product is [Cl:1][C:2]1[N:3]=[C:4]([C:9]([NH:11][C@H:12]2[CH2:17][CH2:16][N:15]([C:18]3[O:19][C:20]([CH2:30][CH3:31])=[C:21]([C:23]([OH:25])=[O:24])[N:22]=3)[CH2:14][C@H:13]2[O:32][CH2:33][CH2:34][CH3:35])=[O:10])[NH:5][C:6]=1[CH2:7][CH3:8]. The yield is 0.670. (4) The reactants are [F:1][C:2]([F:17])([CH:8]([O:11][C:12](=[O:16])[C:13]([CH3:15])=[CH2:14])[CH2:9][CH3:10])[C:3]([O:5][CH2:6]C)=[O:4]. The catalyst is CO. The product is [F:1][C:2]([F:17])([CH:8]([O:11][C:12](=[O:16])[C:13]([CH3:15])=[CH2:14])[CH2:9][CH3:10])[C:3]([O:5][CH3:6])=[O:4]. The yield is 0.950. (5) The yield is 0.660. The reactants are [O:1]1[CH2:5][CH2:4][O:3][C:2]1([CH2:11][C:12](OC)=[O:13])[CH2:6][C:7](OC)=[O:8].[H-].[H-].[H-].[H-].[Li+].[Al+3]. The product is [O:1]1[CH2:5][CH2:4][O:3][C:2]1([CH2:6][CH2:7][OH:8])[CH2:11][CH2:12][OH:13]. The catalyst is C1COCC1. (6) The reactants are Br[C:2]1[CH:3]=[C:4]([N:11]2[CH2:16][CH2:15][N:14]([CH3:17])[CH2:13][CH2:12]2)[CH:5]=[CH:6][C:7]=1[N+:8]([O-:10])=[O:9].CC1(C)C(C)(C)OB([C:26]2[S:27][CH:28]=[CH:29][C:30]=2[CH3:31])O1.C1(C)C=CC=CC=1.C([O-])([O-])=O.[Na+].[Na+]. The catalyst is C1C=CC([P]([Pd]([P](C2C=CC=CC=2)(C2C=CC=CC=2)C2C=CC=CC=2)([P](C2C=CC=CC=2)(C2C=CC=CC=2)C2C=CC=CC=2)[P](C2C=CC=CC=2)(C2C=CC=CC=2)C2C=CC=CC=2)(C2C=CC=CC=2)C2C=CC=CC=2)=CC=1.CCOC(C)=O.C(O)C. The product is [CH3:17][N:14]1[CH2:15][CH2:16][N:11]([C:4]2[CH:5]=[CH:6][C:7]([N+:8]([O-:10])=[O:9])=[C:2]([C:26]3[S:27][CH:28]=[CH:29][C:30]=3[CH3:31])[CH:3]=2)[CH2:12][CH2:13]1. The yield is 0.630. (7) The reactants are [OH:1][CH2:2][C:3]1[CH:8]=[CH:7][C:6]([C:9]2[N:13]=[C:12]([C:14]3[S:15][C:16]([C:25]([F:28])([F:27])[F:26])=[C:17]([C:19]4[CH:24]=[CH:23][CH:22]=[CH:21][CH:20]=4)[CH:18]=3)[O:11][N:10]=2)=[CH:5][CH:4]=1.C[N+]1([O-])CCOCC1.C([N+](CCC)(CCC)CCC)CC. The catalyst is CC#N. The product is [CH:2]([C:3]1[CH:8]=[CH:7][C:6]([C:9]2[N:13]=[C:12]([C:14]3[S:15][C:16]([C:25]([F:27])([F:26])[F:28])=[C:17]([C:19]4[CH:24]=[CH:23][CH:22]=[CH:21][CH:20]=4)[CH:18]=3)[O:11][N:10]=2)=[CH:5][CH:4]=1)=[O:1]. The yield is 0.660.